The task is: Predict the reactants needed to synthesize the given product.. This data is from Full USPTO retrosynthesis dataset with 1.9M reactions from patents (1976-2016). Given the product [C:11]([C:9]1[N:10]=[C:5]2[CH:4]=[CH:3][C:2]([NH:1][C:19](=[O:21])[CH3:20])=[CH:7][N:6]2[CH:8]=1)(=[O:12])[C:13]1[CH:14]=[CH:15][CH:16]=[CH:17][CH:18]=1, predict the reactants needed to synthesize it. The reactants are: [NH2:1][C:2]1[CH:3]=[CH:4][C:5]2[N:6]([CH:8]=[C:9]([C:11]([C:13]3[CH:18]=[CH:17][CH:16]=[CH:15][CH:14]=3)=[O:12])[N:10]=2)[CH:7]=1.[C:19](OC(=O)C)(=[O:21])[CH3:20].